The task is: Predict the product of the given reaction.. This data is from Forward reaction prediction with 1.9M reactions from USPTO patents (1976-2016). (1) Given the reactants [F:1][C:2]([F:7])([F:6])[CH2:3][CH:4]=O.[CH3:8][O:9][CH2:10][CH2:11][NH2:12].[C:13]1(=[O:24])[O:19][C:17](=O)[C:16]2=[CH:20][CH:21]=[CH:22][CH:23]=[C:15]2[CH2:14]1.[CH3:25][O:26][C:27]1[CH:28]=[C:29]([CH:31]=[CH:32][CH:33]=1)[NH2:30], predict the reaction product. The product is: [CH3:8][O:9][CH2:10][CH2:11][N:12]1[CH:4]([CH2:3][C:2]([F:7])([F:6])[F:1])[CH:14]([C:13]([NH:30][C:29]2[CH:31]=[CH:32][CH:33]=[C:27]([O:26][CH3:25])[CH:28]=2)=[O:24])[C:15]2[C:16](=[CH:20][CH:21]=[CH:22][CH:23]=2)[C:17]1=[O:19]. (2) Given the reactants [CH3:1][O:2][C:3]([O:7][CH3:8])(C)[CH:4]=[O:5].CO[CH:11](OC)[N:12]([CH3:14])[CH3:13].[CH3:17]O, predict the reaction product. The product is: [CH3:13][N:12]([CH3:14])[CH:11]=[CH:17][C:4](=[O:5])[CH:3]([O:7][CH3:8])[O:2][CH3:1]. (3) The product is: [Cl:27][C:24]1[CH:25]=[CH:26][C:21]([C@@:18]2([CH3:20])[C@:17]([C:29]3[CH:34]=[CH:33][C:32]([Cl:35])=[CH:31][CH:30]=3)([CH3:28])[N:16]([C:36]([N:54]3[CH2:53][CH2:52][CH:51]([N:48]4[CH2:49][CH2:50][C:44](=[O:43])[NH:45][CH2:46][CH2:47]4)[CH2:56][CH2:55]3)=[O:37])[C:15]([C:13]3[C:12]([O:39][CH2:40][CH3:41])=[CH:11][C:10]([Cl:42])=[C:9]([S:6]([NH:5][C:1]([CH3:3])([CH3:2])[CH3:4])(=[O:8])=[O:7])[CH:14]=3)=[N:19]2)=[CH:22][CH:23]=1. Given the reactants [C:1]([NH:5][S:6]([C:9]1[C:10]([Cl:42])=[CH:11][C:12]([O:39][CH2:40][CH3:41])=[C:13]([C:15]2[N:16]([C:36](Cl)=[O:37])[C:17]([C:29]3[CH:34]=[CH:33][C:32]([Cl:35])=[CH:31][CH:30]=3)([CH3:28])[C:18]([C:21]3[CH:26]=[CH:25][C:24]([Cl:27])=[CH:23][CH:22]=3)([CH3:20])[N:19]=2)[CH:14]=1)(=[O:8])=[O:7])([CH3:4])([CH3:3])[CH3:2].[O:43]=[C:44]1[CH2:50][CH2:49][N:48]([CH:51]2[CH2:56][CH2:55][NH:54][CH2:53][CH2:52]2)[CH2:47][CH2:46][NH:45]1, predict the reaction product. (4) Given the reactants Cl[C:2]1[CH:7]=[C:6]([C:8]2[CH:13]=[CH:12][C:11]([C:14]([F:17])([F:16])[F:15])=[CH:10][CH:9]=2)[CH:5]=[CH:4][N:3]=1.[NH2:18][C:19]1[CH:20]=[CH:21][CH:22]=[C:23]2[C:28]=1[CH2:27][CH:26]([OH:29])[CH2:25][CH2:24]2.C1(P(C2C=CC=CC=2)C2(P(C3C=CC=CC=3)C3C=CC=CC=3)CC=C3C(C=CC=C3)=C2C2C3C(=CC=CC=3)C=CC=2)C=CC=CC=1.CC(C)([O-])C.[Na+], predict the reaction product. The product is: [F:15][C:14]([F:17])([F:16])[C:11]1[CH:12]=[CH:13][C:8]([C:6]2[CH:5]=[CH:4][N:3]=[C:2]([NH:18][C:19]3[CH:20]=[CH:21][CH:22]=[C:23]4[C:28]=3[CH2:27][CH:26]([OH:29])[CH2:25][CH2:24]4)[CH:7]=2)=[CH:9][CH:10]=1.